From a dataset of Full USPTO retrosynthesis dataset with 1.9M reactions from patents (1976-2016). Predict the reactants needed to synthesize the given product. (1) Given the product [F:32][C:6]1[C:7]([C:15]2[CH:24]=[CH:23][CH:22]=[C:21]3[C:16]=2[CH2:17][CH2:18][NH:19][CH2:20]3)=[C:8]2[C:12](=[C:4]([C:1]([NH2:2])=[O:3])[CH:5]=1)[NH:11][C:10]([CH3:13])=[C:9]2[CH3:14], predict the reactants needed to synthesize it. The reactants are: [C:1]([C:4]1[CH:5]=[C:6]([F:32])[C:7]([C:15]2[CH:24]=[CH:23][CH:22]=[C:21]3[C:16]=2[CH2:17][CH2:18][N:19](C(OC(C)(C)C)=O)[CH2:20]3)=[C:8]2[C:12]=1[NH:11][C:10]([CH3:13])=[C:9]2[CH3:14])(=[O:3])[NH2:2].C(O)(C(F)(F)F)=O. (2) Given the product [N:46]12[CH2:53][CH2:52][CH:49]([CH2:50][CH2:51]1)[C@@H:48]([O:38][C:37](=[O:39])[CH:36]([NH:35][C:30]1[CH:31]=[CH:32][CH:33]=[CH:34][C:29]=1[CH2:27][CH3:28])[C:40]1[CH:45]=[CH:44][CH:43]=[CH:42][CH:41]=1)[CH2:47]2, predict the reactants needed to synthesize it. The reactants are: C1CCC(N=C=NC2CCCCC2)CC1.C1C=CC2N(O)N=NC=2C=1.Cl.[CH2:27]([C:29]1[CH:34]=[CH:33][CH:32]=[CH:31][C:30]=1[NH:35][CH:36]([C:40]1[CH:45]=[CH:44][CH:43]=[CH:42][CH:41]=1)[C:37]([OH:39])=[O:38])[CH3:28].[N:46]12[CH2:53][CH2:52][CH:49]([CH2:50][CH2:51]1)[C@@H:48](O)[CH2:47]2. (3) Given the product [CH3:13][C:10]1[N:9]=[C:8]([C:5]2[N:4]=[N:3][C:2]([N:15]3[CH2:20][CH2:19][C:18]4([CH2:29][CH2:28][C:27]5[C:22](=[CH:23][CH:24]=[CH:25][CH:26]=5)[O:21]4)[CH2:17][CH2:16]3)=[CH:7][CH:6]=2)[S:12][N:11]=1, predict the reactants needed to synthesize it. The reactants are: Cl[C:2]1[N:3]=[N:4][C:5]([C:8]2[S:12][N:11]=[C:10]([CH3:13])[N:9]=2)=[CH:6][CH:7]=1.Cl.[NH:15]1[CH2:20][CH2:19][C:18]2([CH2:29][CH2:28][C:27]3[C:22](=[CH:23][CH:24]=[CH:25][CH:26]=3)[O:21]2)[CH2:17][CH2:16]1.C(=O)([O-])[O-].[K+].[K+]. (4) Given the product [F:1][CH:2]([F:30])[O:3][CH:4]=[C:5]([C:20]1[CH:29]=[CH:28][C:27]2[CH2:26][CH2:25][CH2:24][CH2:23][C:22]=2[CH:21]=1)[C:6]([NH:8][CH2:9][CH2:10][C:11]1[CH:16]=[CH:15][C:14]([O:17][CH3:18])=[C:13]([O:19][CH2:39][C:38]#[CH:37])[CH:12]=1)=[O:7], predict the reactants needed to synthesize it. The reactants are: [F:1][CH:2]([F:30])[O:3][CH:4]=[C:5]([C:20]1[CH:29]=[CH:28][C:27]2[CH2:26][CH2:25][CH2:24][CH2:23][C:22]=2[CH:21]=1)[C:6]([NH:8][CH2:9][CH2:10][C:11]1[CH:16]=[CH:15][C:14]([O:17][CH3:18])=[C:13]([OH:19])[CH:12]=1)=[O:7].CN(C)C=O.Cl[CH2:37][C:38]#[CH:39].[H-].[Na+]. (5) Given the product [CH3:12][N:13]1[C@@H:30]2[CH2:31][C:18]3[CH:19]=[CH:20][C:21]([O:32][CH3:33])=[C:22]4[O:23][C@H:24]5[C:25]([CH2:27][CH2:28][C@@H:29]2[C@:16]5([C:17]=34)[CH2:15][CH2:14]1)=[O:26], predict the reactants needed to synthesize it. The reactants are: CC(NC1C=CC(O)=CC=1)=O.[CH3:12][N:13]1[C@@H:30]2[CH2:31][C:18]3[CH:19]=[CH:20][C:21]([O:32][CH3:33])=[C:22]4[O:23][C@H:24]5[C:25]([CH2:27][CH2:28][C@@H:29]2[C@:16]5([C:17]=34)[CH2:15][CH2:14]1)=[O:26].C(O)(C(O)=O)C(O)C(O)=O.